Task: Regression. Given two drug SMILES strings and cell line genomic features, predict the synergy score measuring deviation from expected non-interaction effect.. Dataset: NCI-60 drug combinations with 297,098 pairs across 59 cell lines (1) Drug 1: CC1=C(C(CCC1)(C)C)C=CC(=CC=CC(=CC(=O)O)C)C. Drug 2: C1CCC(C(C1)N)N.C(=O)(C(=O)[O-])[O-].[Pt+4]. Cell line: SN12C. Synergy scores: CSS=29.8, Synergy_ZIP=-6.53, Synergy_Bliss=3.50, Synergy_Loewe=2.40, Synergy_HSA=6.40. (2) Drug 1: CC1CCC2CC(C(=CC=CC=CC(CC(C(=O)C(C(C(=CC(C(=O)CC(OC(=O)C3CCCCN3C(=O)C(=O)C1(O2)O)C(C)CC4CCC(C(C4)OC)O)C)C)O)OC)C)C)C)OC. Drug 2: CNC(=O)C1=NC=CC(=C1)OC2=CC=C(C=C2)NC(=O)NC3=CC(=C(C=C3)Cl)C(F)(F)F. Cell line: HOP-62. Synergy scores: CSS=4.69, Synergy_ZIP=0.127, Synergy_Bliss=1.62, Synergy_Loewe=-5.95, Synergy_HSA=0.0341. (3) Drug 1: CN1C(=O)N2C=NC(=C2N=N1)C(=O)N. Drug 2: C1=CN(C=N1)CC(O)(P(=O)(O)O)P(=O)(O)O. Cell line: SW-620. Synergy scores: CSS=-1.69, Synergy_ZIP=4.32, Synergy_Bliss=19.4, Synergy_Loewe=-2.40, Synergy_HSA=-1.27. (4) Drug 1: CNC(=O)C1=CC=CC=C1SC2=CC3=C(C=C2)C(=NN3)C=CC4=CC=CC=N4. Drug 2: COC1=CC(=CC(=C1O)OC)C2C3C(COC3=O)C(C4=CC5=C(C=C24)OCO5)OC6C(C(C7C(O6)COC(O7)C8=CC=CS8)O)O. Cell line: 786-0. Synergy scores: CSS=35.8, Synergy_ZIP=2.48, Synergy_Bliss=4.98, Synergy_Loewe=-14.1, Synergy_HSA=4.75. (5) Drug 1: COC1=CC(=CC(=C1O)OC)C2C3C(COC3=O)C(C4=CC5=C(C=C24)OCO5)OC6C(C(C7C(O6)COC(O7)C8=CC=CS8)O)O. Drug 2: C1C(C(OC1N2C=NC3=C2NC=NCC3O)CO)O. Cell line: HCT-15. Synergy scores: CSS=49.7, Synergy_ZIP=0.724, Synergy_Bliss=1.89, Synergy_Loewe=-49.7, Synergy_HSA=2.18. (6) Drug 1: C(CCl)NC(=O)N(CCCl)N=O. Drug 2: CC1C(C(CC(O1)OC2CC(CC3=C2C(=C4C(=C3O)C(=O)C5=CC=CC=C5C4=O)O)(C(=O)C)O)N)O. Cell line: NCIH23. Synergy scores: CSS=36.4, Synergy_ZIP=0.0605, Synergy_Bliss=-0.369, Synergy_Loewe=-33.6, Synergy_HSA=-0.0946. (7) Drug 1: CC1=CC=C(C=C1)C2=CC(=NN2C3=CC=C(C=C3)S(=O)(=O)N)C(F)(F)F. Drug 2: CCN(CC)CCCC(C)NC1=C2C=C(C=CC2=NC3=C1C=CC(=C3)Cl)OC. Cell line: SF-268. Synergy scores: CSS=10.4, Synergy_ZIP=-2.33, Synergy_Bliss=2.10, Synergy_Loewe=-2.74, Synergy_HSA=-3.03.